The task is: Predict the reactants needed to synthesize the given product.. This data is from Full USPTO retrosynthesis dataset with 1.9M reactions from patents (1976-2016). (1) The reactants are: C=O.[CH:3](O)=O.[C:6]1([CH3:24])[CH:11]=[CH:10][C:9]([N:12]2[C:16]3([CH2:21][CH2:20][NH:19][CH2:18][CH2:17]3)[C:15](=[O:22])[NH:14][C:13]2=[O:23])=[CH:8][CH:7]=1.[OH-].[Na+]. Given the product [CH3:3][N:19]1[CH2:18][CH2:17][C:16]2([N:12]([C:9]3[CH:8]=[CH:7][C:6]([CH3:24])=[CH:11][CH:10]=3)[C:13](=[O:23])[NH:14][C:15]2=[O:22])[CH2:21][CH2:20]1, predict the reactants needed to synthesize it. (2) Given the product [OH:56][C:53]1[CH:54]=[CH:55][C:50]([CH2:49][NH:48][C:12]([C:7]2[S:8][C:9]([CH3:11])=[C:10]3[C:6]=2[CH2:5][C@H:4]2[C:2]([CH3:1])([CH3:15])[C@H:3]23)=[O:14])=[CH:51][CH:52]=1, predict the reactants needed to synthesize it. The reactants are: [CH3:1][C:2]1([CH3:15])[C@@H:4]2[CH2:5][C:6]3[C:10]([C@H:3]12)=[C:9]([CH3:11])[S:8][C:7]=3[C:12]([OH:14])=O.CN(C(ON1N=NC2C=CC=CC1=2)=[N+](C)C)C.[B-](F)(F)(F)F.C(N(C(C)C)C(C)C)C.Cl.[NH2:48][CH2:49][C:50]1[CH:55]=[CH:54][C:53]([OH:56])=[CH:52][CH:51]=1. (3) Given the product [C:1]1([C:38]2[CH:43]=[CH:42][CH:41]=[CH:40][CH:39]=2)[CH:6]=[CH:5][CH:4]=[CH:3][C:2]=1[NH:7][C:8]([O:10][CH:11]1[CH2:12][CH2:13][N:14]([CH2:17][CH2:18][N:19]([CH3:37])[C:20](=[O:36])[CH2:21][CH2:22][CH2:23][CH2:24][CH2:25][NH:26][C:27]2[CH:35]=[CH:34][C:30]([C:31]([N:47]3[CH2:48][CH2:49][N:44]([C:50]([O:52][C:53]([CH3:56])([CH3:55])[CH3:54])=[O:51])[CH2:45][CH2:46]3)=[O:32])=[CH:29][CH:28]=2)[CH2:15][CH2:16]1)=[O:9], predict the reactants needed to synthesize it. The reactants are: [C:1]1([C:38]2[CH:43]=[CH:42][CH:41]=[CH:40][CH:39]=2)[CH:6]=[CH:5][CH:4]=[CH:3][C:2]=1[NH:7][C:8]([O:10][CH:11]1[CH2:16][CH2:15][N:14]([CH2:17][CH2:18][N:19]([CH3:37])[C:20](=[O:36])[CH2:21][CH2:22][CH2:23][CH2:24][CH2:25][NH:26][C:27]2[CH:35]=[CH:34][C:30]([C:31](O)=[O:32])=[CH:29][CH:28]=2)[CH2:13][CH2:12]1)=[O:9].[N:44]1([C:50]([O:52][C:53]([CH3:56])([CH3:55])[CH3:54])=[O:51])[CH2:49][CH2:48][NH:47][CH2:46][CH2:45]1.C(N(CC)CC)C.Cl.C(N=C=NCCCN(C)C)C. (4) The reactants are: [F:1][C:2]1[CH:37]=[CH:36][CH:35]=[C:34]([F:38])[C:3]=1[CH2:4][O:5][C:6]1[C:7]2[N:8]([C:13]([C:17](=O)[CH2:18][C:19](=O)[CH2:20][C:21]([NH:24][C:25](=[O:31])[O:26][C:27]([CH3:30])([CH3:29])[CH3:28])([CH3:23])[CH3:22])=[C:14]([CH3:16])[N:15]=2)[CH:9]=[C:10]([CH3:12])[CH:11]=1.Cl.[NH2:40][NH2:41]. Given the product [C:27]([O:26][C:25](=[O:31])[NH:24][C:21]([CH3:22])([CH3:23])[CH2:20][C:19]1[NH:41][N:40]=[C:17]([C:13]2[N:8]3[CH:9]=[C:10]([CH3:12])[CH:11]=[C:6]([O:5][CH2:4][C:3]4[C:2]([F:1])=[CH:37][CH:36]=[CH:35][C:34]=4[F:38])[C:7]3=[N:15][C:14]=2[CH3:16])[CH:18]=1)([CH3:30])([CH3:28])[CH3:29], predict the reactants needed to synthesize it.